From a dataset of Forward reaction prediction with 1.9M reactions from USPTO patents (1976-2016). Predict the product of the given reaction. (1) Given the reactants [NH2:1][C@H:2]1[CH2:6][CH2:5][C@@H:4]([C:7]([OH:9])=[O:8])[CH2:3]1.[OH-].[Na+].[C:12](Cl)(=[O:15])[CH2:13][CH3:14], predict the reaction product. The product is: [C:12]([NH:1][C@H:2]1[CH2:6][CH2:5][C@@H:4]([C:7]([OH:9])=[O:8])[CH2:3]1)(=[O:15])[CH2:13][CH3:14]. (2) Given the reactants [OH-].[Na+].C([O:5][C:6](=[O:22])[CH2:7][C:8]([NH:10][C:11]1[O:15][N:14]=[C:13]([C:16]2[CH:21]=[CH:20][CH:19]=[CH:18][CH:17]=2)[CH:12]=1)=[O:9])C, predict the reaction product. The product is: [C:16]1([C:13]2[CH:12]=[C:11]([NH:10][C:8](=[O:9])[CH2:7][C:6]([OH:22])=[O:5])[O:15][N:14]=2)[CH:17]=[CH:18][CH:19]=[CH:20][CH:21]=1.